This data is from Catalyst prediction with 721,799 reactions and 888 catalyst types from USPTO. The task is: Predict which catalyst facilitates the given reaction. (1) Reactant: [O:1]=[O+][O-].C([C:6](=P(C1C=CC=CC=1)(C1C=CC=CC=1)C1C=CC=CC=1)[C:7]([C@@H:9]([NH:14][C:15](=[O:35])[O:16][C@H:17]([CH2:22][C:23]1[O:24][C:25]([C:28]2[CH:33]=[CH:32][C:31]([F:34])=[CH:30][CH:29]=2)=[N:26][N:27]=1)[C:18]([CH3:21])([CH3:20])[CH3:19])[CH2:10][CH2:11][CH2:12][CH3:13])=[O:8])#N.[CH3:55][C@H:56]([NH2:63])[C:57]1[CH:62]=[CH:61][CH:60]=[CH:59][CH:58]=1. Product: [O:1]=[C:6]([NH:63][C@@H:56]([C:57]1[CH:62]=[CH:61][CH:60]=[CH:59][CH:58]=1)[CH3:55])[C:7]([C@@H:9]([NH:14][C:15](=[O:35])[O:16][C@H:17]([CH2:22][C:23]1[O:24][C:25]([C:28]2[CH:33]=[CH:32][C:31]([F:34])=[CH:30][CH:29]=2)=[N:26][N:27]=1)[C:18]([CH3:19])([CH3:21])[CH3:20])[CH2:10][CH2:11][CH2:12][CH3:13])=[O:8]. The catalyst class is: 4. (2) Reactant: C([BH-](CC)CC)C.[Li+].[Cl:9][C:10]1[C:15]([Cl:16])=[CH:14][CH:13]=[CH:12][C:11]=1[S:17]([NH:20][C:21]1[N:22]=[C:23]([F:33])[C:24]([C:29](OC)=[O:30])=[N:25][C:26]=1[O:27][CH3:28])(=[O:19])=[O:18]. Product: [Cl:9][C:10]1[C:15]([Cl:16])=[CH:14][CH:13]=[CH:12][C:11]=1[S:17]([NH:20][C:21]1[C:26]([O:27][CH3:28])=[N:25][C:24]([CH2:29][OH:30])=[C:23]([F:33])[N:22]=1)(=[O:19])=[O:18]. The catalyst class is: 7. (3) Reactant: [F:1][C:2]1[CH:3]=[C:4]([CH:36]=[CH:37][CH:38]=1)[CH2:5][N:6]1[C:11](=[O:12])[CH:10]=[CH:9][C:8]([CH2:13][C:14]2[C:22]3[C:17](=[CH:18][CH:19]=[CH:20][CH:21]=3)[N:16]([CH2:23][C:24]([O:26]CC3C=CC=C(F)C=3)=[O:25])[C:15]=2[CH3:35])=[N:7]1.[OH-].[Na+].Cl. Product: [F:1][C:2]1[CH:3]=[C:4]([CH:36]=[CH:37][CH:38]=1)[CH2:5][N:6]1[C:11](=[O:12])[CH:10]=[CH:9][C:8]([CH2:13][C:14]2[C:22]3[C:17](=[CH:18][CH:19]=[CH:20][CH:21]=3)[N:16]([CH2:23][C:24]([OH:26])=[O:25])[C:15]=2[CH3:35])=[N:7]1. The catalyst class is: 5. (4) Reactant: [F:1][C:2]1[CH:10]=[C:9]([F:11])[CH:8]=[CH:7][C:3]=1[C:4](O)=[O:5].C(Cl)(=O)C([Cl:15])=O.CN(C=O)C. Product: [F:1][C:2]1[CH:10]=[C:9]([F:11])[CH:8]=[CH:7][C:3]=1[C:4]([Cl:15])=[O:5]. The catalyst class is: 2.